Task: Regression. Given a peptide amino acid sequence and an MHC pseudo amino acid sequence, predict their binding affinity value. This is MHC class I binding data.. Dataset: Peptide-MHC class I binding affinity with 185,985 pairs from IEDB/IMGT (1) The peptide sequence is LRRAYAPL. The MHC is H-2-Db with pseudo-sequence H-2-Db. The binding affinity (normalized) is 0.0573. (2) The peptide sequence is VYLPGRGGV. The MHC is HLA-A69:01 with pseudo-sequence HLA-A69:01. The binding affinity (normalized) is 0.0847. (3) The peptide sequence is GSDGGLDDY. The MHC is HLA-B27:05 with pseudo-sequence HLA-B27:05. The binding affinity (normalized) is 0.0847. (4) The peptide sequence is RPAPGGKAY. The MHC is HLA-C04:01 with pseudo-sequence HLA-C04:01. The binding affinity (normalized) is 0.213. (5) The peptide sequence is IVILFIMFML. The MHC is HLA-A02:02 with pseudo-sequence HLA-A02:02. The binding affinity (normalized) is 0.343.